Dataset: NCI-60 drug combinations with 297,098 pairs across 59 cell lines. Task: Regression. Given two drug SMILES strings and cell line genomic features, predict the synergy score measuring deviation from expected non-interaction effect. (1) Drug 1: CCC1(CC2CC(C3=C(CCN(C2)C1)C4=CC=CC=C4N3)(C5=C(C=C6C(=C5)C78CCN9C7C(C=CC9)(C(C(C8N6C=O)(C(=O)OC)O)OC(=O)C)CC)OC)C(=O)OC)O.OS(=O)(=O)O. Drug 2: CC1CCC2CC(C(=CC=CC=CC(CC(C(=O)C(C(C(=CC(C(=O)CC(OC(=O)C3CCCCN3C(=O)C(=O)C1(O2)O)C(C)CC4CCC(C(C4)OC)OCCO)C)C)O)OC)C)C)C)OC. Cell line: K-562. Synergy scores: CSS=69.3, Synergy_ZIP=-3.78, Synergy_Bliss=-3.97, Synergy_Loewe=-13.9, Synergy_HSA=-1.77. (2) Drug 1: CC1=C2C(C(=O)C3(C(CC4C(C3C(C(C2(C)C)(CC1OC(=O)C(C(C5=CC=CC=C5)NC(=O)C6=CC=CC=C6)O)O)OC(=O)C7=CC=CC=C7)(CO4)OC(=O)C)O)C)OC(=O)C. Drug 2: CC1=C2C(C(=O)C3(C(CC4C(C3C(C(C2(C)C)(CC1OC(=O)C(C(C5=CC=CC=C5)NC(=O)OC(C)(C)C)O)O)OC(=O)C6=CC=CC=C6)(CO4)OC(=O)C)O)C)O. Cell line: LOX IMVI. Synergy scores: CSS=37.6, Synergy_ZIP=-0.641, Synergy_Bliss=-0.374, Synergy_Loewe=-2.35, Synergy_HSA=0.495.